This data is from Full USPTO retrosynthesis dataset with 1.9M reactions from patents (1976-2016). The task is: Predict the reactants needed to synthesize the given product. (1) Given the product [OH:38][C:35]1[CH:36]=[CH:37][C:32]([C:2]2[CH:7]=[C:6]([C:8]3[N:12]4[CH:13]=[CH:14][CH:15]=[CH:16][C:11]4=[N:10][C:9]=3[C:17]3[CH:22]=[CH:21][CH:20]=[C:19]([Cl:23])[CH:18]=3)[CH:5]=[CH:4][N:3]=2)=[CH:33][CH:34]=1, predict the reactants needed to synthesize it. The reactants are: Br[C:2]1[CH:7]=[C:6]([C:8]2[N:12]3[CH:13]=[CH:14][CH:15]=[CH:16][C:11]3=[N:10][C:9]=2[C:17]2[CH:22]=[CH:21][CH:20]=[C:19]([Cl:23])[CH:18]=2)[CH:5]=[CH:4][N:3]=1.CC1(C)C(C)(C)OB([C:32]2[CH:37]=[CH:36][C:35]([OH:38])=[CH:34][CH:33]=2)O1. (2) Given the product [CH3:22][C@H:2]1[C:3](=[O:4])[O:5][C@@H:6]2[CH2:14][C:13]3[CH:12]=[CH:11][CH:10]=[CH:9][C:8]=3[C@H:7]2[NH:15][C:16](=[O:21])[CH2:17][CH2:18][CH:19]=[CH:20][CH2:1]1, predict the reactants needed to synthesize it. The reactants are: [CH3:1][C@H:2]([CH2:22]C=C)[C:3]([O:5][C@@H:6]1[CH2:14][C:13]2[C:8](=[CH:9][CH:10]=[CH:11][CH:12]=2)[C@H:7]1[NH:15][C:16](=[O:21])[CH2:17][CH2:18][CH:19]=[CH2:20])=[O:4].